Dataset: Full USPTO retrosynthesis dataset with 1.9M reactions from patents (1976-2016). Task: Predict the reactants needed to synthesize the given product. (1) Given the product [CH3:2][O:3][CH:4]=[C:32]1[CH2:35][CH:34]([C:36]([O:38][CH3:39])=[O:37])[CH2:33]1, predict the reactants needed to synthesize it. The reactants are: [Cl-].[CH3:2][O:3][CH2:4][P+](C1C=CC=CC=1)(C1C=CC=CC=1)C1C=CC=CC=1.CCC([O-])(C)C.[Na+].O=[C:32]1[CH2:35][CH:34]([C:36]([O:38][CH3:39])=[O:37])[CH2:33]1.[Cl-].[NH4+]. (2) Given the product [Cl:32][C:23]1[CH:22]=[C:21]([C:19]2[N:13]([C:5]3[CH:6]=[CH:7][C:8]([S:9]([NH2:10])(=[O:11])=[O:12])=[C:3]([F:2])[CH:4]=3)[N:14]=[C:17]([C:16]([F:35])([F:15])[F:34])[CH:18]=2)[CH:26]=[CH:25][C:24]=1[C:27]1[O:28][CH:29]=[CH:30][CH:31]=1, predict the reactants needed to synthesize it. The reactants are: Cl.[F:2][C:3]1[CH:4]=[C:5]([NH:13][NH2:14])[CH:6]=[CH:7][C:8]=1[S:9](=[O:12])(=[O:11])[NH2:10].[F:15][C:16]([F:35])([F:34])[C:17](=O)[CH2:18][C:19]([C:21]1[CH:26]=[CH:25][C:24]([C:27]2[O:28][CH:29]=[CH:30][CH:31]=2)=[C:23]([Cl:32])[CH:22]=1)=O. (3) Given the product [CH:24]1([NH:27][C:28]([N:13]2[CH2:14][CH:9]([C:6]3[CH:5]=[CH:4][C:3]([CH2:1][CH3:2])=[CH:8][CH:7]=3)[CH2:10][CH:11]([C:15]([NH:17][C:18]3[CH:19]=[CH:20][CH:21]=[CH:22][CH:23]=3)=[O:16])[CH2:12]2)=[O:29])[CH2:26][CH2:25]1, predict the reactants needed to synthesize it. The reactants are: [CH2:1]([C:3]1[CH:8]=[CH:7][C:6]([CH:9]2[CH2:14][NH:13][CH2:12][CH:11]([C:15]([NH:17][C:18]3[CH:23]=[CH:22][CH:21]=[CH:20][CH:19]=3)=[O:16])[CH2:10]2)=[CH:5][CH:4]=1)[CH3:2].[CH:24]1([N:27]=[C:28]=[O:29])[CH2:26][CH2:25]1. (4) Given the product [ClH:16].[ClH:16].[N:1]1[CH:6]=[CH:5][CH:4]=[C:3]([N:7]2[CH2:15][CH2:14][C:9]3([NH:13][CH2:12][CH2:11][CH2:10]3)[CH2:8]2)[CH:2]=1, predict the reactants needed to synthesize it. The reactants are: [N:1]1[CH:6]=[CH:5][CH:4]=[C:3]([N:7]2[CH2:15][CH2:14][C:9]3([NH:13][CH2:12][CH2:11][CH2:10]3)[CH2:8]2)[CH:2]=1.[ClH:16].O1CCOCC1.C(O)C. (5) Given the product [Br:27][C:16]1[CH:17]=[C:18]([O:19][C:20]2[CH:25]=[CH:24][C:23]([F:26])=[CH:22][CH:21]=2)[C:13]([NH:12][C:10]2[S:11][CH:29]=[C:30]([CH:32]3[CH2:37][CH2:36][N:35]([C:38]([O:40][C:41]([CH3:44])([CH3:43])[CH3:42])=[O:39])[CH2:34][CH2:33]3)[N:9]=2)=[N:14][CH:15]=1, predict the reactants needed to synthesize it. The reactants are: C([NH:9][C:10]([NH:12][C:13]1[C:18]([O:19][C:20]2[CH:25]=[CH:24][C:23]([F:26])=[CH:22][CH:21]=2)=[CH:17][C:16]([Br:27])=[CH:15][N:14]=1)=[S:11])(=O)C1C=CC=CC=1.Br[CH2:29][C:30]([CH:32]1[CH2:37][CH2:36][N:35]([C:38]([O:40][C:41]([CH3:44])([CH3:43])[CH3:42])=[O:39])[CH2:34][CH2:33]1)=O. (6) Given the product [C:21]([O:13][C:3]1([CH2:1][CH3:2])[CH2:4][CH2:5][CH:6]([C:9]([F:10])([F:12])[F:11])[CH2:7][CH2:8]1)(=[O:25])[C:22]([CH3:24])=[CH2:23], predict the reactants needed to synthesize it. The reactants are: [CH2:1]([C:3]1([OH:13])[CH2:8][CH2:7][CH:6]([C:9]([F:12])([F:11])[F:10])[CH2:5][CH2:4]1)[CH3:2].C(N(CC)CC)C.[C:21](Cl)(=[O:25])[C:22]([CH3:24])=[CH2:23]. (7) Given the product [ClH:36].[CH3:1][NH:2][C:3]([C:5]1[C:14]2[C:9](=[CH:10][CH:11]=[CH:12][CH:13]=2)[N:8]([CH2:15][CH2:16][N:17]2[CH2:22][CH2:21][CH:20]([NH:23][CH2:24][C:25]3[CH:29]=[C:28]([C:30]4[S:31][CH:32]=[CH:33][CH:34]=4)[O:27][N:26]=3)[CH2:19][CH2:18]2)[C:7](=[O:35])[CH:6]=1)=[O:4], predict the reactants needed to synthesize it. The reactants are: [CH3:1][NH:2][C:3]([C:5]1[C:14]2[C:9](=[CH:10][CH:11]=[CH:12][CH:13]=2)[N:8]([CH2:15][CH2:16][N:17]2[CH2:22][CH2:21][CH:20]([NH:23][CH2:24][C:25]3[CH:29]=[C:28]([C:30]4[S:31][CH:32]=[CH:33][CH:34]=4)[O:27][N:26]=3)[CH2:19][CH2:18]2)[C:7](=[O:35])[CH:6]=1)=[O:4].[ClH:36].C(OCC)(=O)C. (8) Given the product [Br:19][C:3]1[CH:2]=[CH:1][C:9]2[C:8]3[CH:10]=[CH:11][CH:12]=[CH:13][C:7]=3[O:6][C:5]=2[CH:4]=1, predict the reactants needed to synthesize it. The reactants are: [CH:1]1[C:9]2[C:8]3[CH:10]=[CH:11][CH:12]=[CH:13][C:7]=3[O:6][C:5]=2[CH:4]=[C:3](N)[CH:2]=1.N([O-])=O.[Na+].[BrH:19]. (9) Given the product [ClH:34].[CH3:1][C:2]1[C:6]([C:7]2[C:8](=[O:33])[NH:9][C:10](=[O:32])[N:11]([CH2:13][CH2:14][CH2:15][N:16]3[CH2:21][C@H:20]4[C@:18]([C:22]5[CH:27]=[CH:26][C:25]([C:28]([F:31])([F:30])[F:29])=[CH:24][CH:23]=5)([CH2:19]4)[CH2:17]3)[CH:12]=2)=[CH:5][S:4][N:3]=1, predict the reactants needed to synthesize it. The reactants are: [CH3:1][C:2]1[C:6]([C:7]2[C:8](=[O:33])[NH:9][C:10](=[O:32])[N:11]([CH2:13][CH2:14][CH2:15][N:16]3[CH2:21][C@H:20]4[C@:18]([C:22]5[CH:27]=[CH:26][C:25]([C:28]([F:31])([F:30])[F:29])=[CH:24][CH:23]=5)([CH2:19]4)[CH2:17]3)[CH:12]=2)=[CH:5][S:4][N:3]=1.[ClH:34]. (10) Given the product [C:20]([O:24][C:25]([NH:27][C@@H:28]([CH2:29][C:30]1[CH:31]=[CH:32][CH:33]=[CH:34][CH:35]=1)[C:36]([O-:38])=[O:37])=[O:26])([CH3:23])([CH3:21])[CH3:22].[OH:12][C@@H:4]1[C@H:5]2[O:9][C:8]([CH3:10])([CH3:11])[O:7][C@H:6]2[C@H:2]([NH3+:1])[CH2:3]1, predict the reactants needed to synthesize it. The reactants are: [NH2:1][C@H:2]1[C@@H:6]2[O:7][C:8]([CH3:11])([CH3:10])[O:9][C@@H:5]2[C@@H:4]([OH:12])[CH2:3]1.C1(C)C=CC=CC=1.[C:20]([O:24][C:25]([NH:27][C@H:28]([C:36]([OH:38])=[O:37])[CH2:29][C:30]1[CH:35]=[CH:34][CH:33]=[CH:32][CH:31]=1)=[O:26])([CH3:23])([CH3:22])[CH3:21].